From a dataset of Catalyst prediction with 721,799 reactions and 888 catalyst types from USPTO. Predict which catalyst facilitates the given reaction. Reactant: [C:1]([O:5][C:6]([N:8]1[CH2:13][CH2:12][CH:11]([C:14]2[CH:19]=[CH:18][C:17]([O:20][CH2:21][CH2:22][CH2:23][O:24][CH2:25][C:26]3[CH:31]=[CH:30][CH:29]=[CH:28][C:27]=3[O:32][CH3:33])=[CH:16][CH:15]=2)[CH:10]([NH2:34])[CH2:9]1)=[O:7])([CH3:4])([CH3:3])[CH3:2].[CH3:35][O:36][C:37]([C:39]1[CH:48]=[CH:47][C:46]2[C:41](=[CH:42][CH:43]=[C:44]([CH:49]=O)[CH:45]=2)[CH:40]=1)=[O:38].[BH-](OC(C)=O)(OC(C)=O)OC(C)=O.[Na+].C([O-])(O)=O.[Na+]. Product: [C:1]([O:5][C:6]([N:8]1[CH2:13][CH2:12][CH:11]([C:14]2[CH:19]=[CH:18][C:17]([O:20][CH2:21][CH2:22][CH2:23][O:24][CH2:25][C:26]3[CH:31]=[CH:30][CH:29]=[CH:28][C:27]=3[O:32][CH3:33])=[CH:16][CH:15]=2)[CH:10]([NH:34][CH2:49][C:44]2[CH:43]=[CH:42][C:41]3[C:46](=[CH:47][CH:48]=[C:39]([C:37]([O:36][CH3:35])=[O:38])[CH:40]=3)[CH:45]=2)[CH2:9]1)=[O:7])([CH3:3])([CH3:4])[CH3:2]. The catalyst class is: 585.